From a dataset of Catalyst prediction with 721,799 reactions and 888 catalyst types from USPTO. Predict which catalyst facilitates the given reaction. (1) Reactant: [F:1][C:2]([F:15])([F:14])[C:3]1[CH:8]=[CH:7][C:6]([CH2:9][C:10]([NH:12][NH2:13])=O)=[CH:5][CH:4]=1.[N:16]([C:19]1[CH:24]=[CH:23][C:22]([S:25]([NH:28][C:29]2[S:30][CH:31]=[CH:32][N:33]=2)(=[O:27])=[O:26])=[CH:21][CH:20]=1)=[C:17]=[S:18].C(=O)([O-])[O-].[Na+].[Na+]. Product: [S:30]1[CH:31]=[CH:32][N:33]=[C:29]1[NH:28][S:25]([C:22]1[CH:21]=[CH:20][C:19]([NH:16][C:17]2[S:18][C:10]([CH2:9][C:6]3[CH:7]=[CH:8][C:3]([C:2]([F:15])([F:14])[F:1])=[CH:4][CH:5]=3)=[N:12][N:13]=2)=[CH:24][CH:23]=1)(=[O:26])=[O:27]. The catalyst class is: 8. (2) Reactant: Cl[C:2]1[C:11]2[C:6](=[C:7]([C:12]3[C:17]([CH3:18])=[CH:16][C:15]([CH3:19])=[CH:14][C:13]=3[CH3:20])[CH:8]=[CH:9][N:10]=2)[N:5]=[C:4]([CH3:21])[C:3]=1[CH2:22][CH2:23]Cl.[NH2:25][CH:26]([CH2:30][CH3:31])[CH2:27][O:28][CH3:29]. Product: [CH3:29][O:28][CH2:27][CH:26]([N:25]1[C:2]2[C:11]3[N:10]=[CH:9][CH:8]=[C:7]([C:12]4[C:17]([CH3:18])=[CH:16][C:15]([CH3:19])=[CH:14][C:13]=4[CH3:20])[C:6]=3[N:5]=[C:4]([C:21]3[C:13]([CH3:14])=[CH:12][C:7]([CH3:8])=[CH:6][C:11]=3[CH3:2])[C:3]=2[CH:22]=[CH:23]1)[CH2:30][CH3:31]. The catalyst class is: 661.